From a dataset of Full USPTO retrosynthesis dataset with 1.9M reactions from patents (1976-2016). Predict the reactants needed to synthesize the given product. (1) Given the product [NH2:8][C:9]([CH3:36])([CH3:37])[C@H:10]([NH:15][C:16](=[O:35])[C:17]1[CH:18]=[CH:19][C:20]([C:23]#[C:24][C:25]#[C:26][C:27]2([OH:34])[CH2:31][CH2:30][CH:29]([CH2:32][OH:33])[CH2:28]2)=[CH:21][CH:22]=1)[C:11]([NH:38][OH:39])=[O:12], predict the reactants needed to synthesize it. The reactants are: FC(F)(F)C(O)=O.[NH2:8][C:9]([CH3:37])([CH3:36])[C@H:10]([NH:15][C:16](=[O:35])[C:17]1[CH:22]=[CH:21][C:20]([C:23]#[C:24][C:25]#[C:26][C:27]2([OH:34])[CH2:31][CH2:30][CH:29]([CH2:32][OH:33])[CH2:28]2)=[CH:19][CH:18]=1)[C:11](OC)=[O:12].[NH2:38][OH:39].C(O)(=O)C. (2) Given the product [F:41][C:42]([F:47])([F:46])[C:43]([OH:45])=[O:44].[CH2:33]([N:16]([CH2:15][CH2:14][C:13]([N:9]1[CH2:10][CH2:11][CH2:12][C@@H:8]1[C:6]([OH:7])=[O:5])=[O:40])[CH2:17][CH2:18][C:19]([N:21]1[CH2:25][CH2:24][CH2:23][C@@H:22]1[C:26]([OH:28])=[O:27])=[O:20])[C:34]1[CH:35]=[CH:36][CH:37]=[CH:38][CH:39]=1, predict the reactants needed to synthesize it. The reactants are: C([O:5][C:6]([C@H:8]1[CH2:12][CH2:11][CH2:10][N:9]1[C:13](=[O:40])[CH2:14][CH2:15][N:16]([CH2:33][C:34]1[CH:39]=[CH:38][CH:37]=[CH:36][CH:35]=1)[CH2:17][CH2:18][C:19]([N:21]1[CH2:25][CH2:24][CH2:23][C@@H:22]1[C:26]([O:28]C(C)(C)C)=[O:27])=[O:20])=[O:7])(C)(C)C.[F:41][C:42]([F:47])([F:46])[C:43]([OH:45])=[O:44]. (3) Given the product [CH:1]1([C:7]2[C:8]3[CH:9]=[CH:10][C:11]([C:27]([OH:29])=[O:28])=[CH:12][C:13]=3[N:14]3[C:21]=2[C:20]2[CH:22]=[CH:23][CH:24]=[CH:25][C:19]=2[N:18]([CH3:26])[CH2:17][CH2:16][CH2:15]3)[CH2:2][CH2:3][CH2:4][CH2:5][CH2:6]1, predict the reactants needed to synthesize it. The reactants are: [CH:1]1([C:7]2[C:8]3[CH:9]=[CH:10][C:11]([C:27]([O:29]C)=[O:28])=[CH:12][C:13]=3[N:14]3[C:21]=2[C:20]2[CH:22]=[CH:23][CH:24]=[CH:25][C:19]=2[N:18]([CH3:26])[CH2:17][CH2:16][CH2:15]3)[CH2:6][CH2:5][CH2:4][CH2:3][CH2:2]1.B(Br)(Br)Br. (4) Given the product [Cl:26][C:24]1[CH:23]=[C:6]([CH:5]=[C:4]([CH2:1][CH2:2][CH2:3][OH:36])[CH:25]=1)[CH2:7][O:8][C:9]1[CH:14]=[CH:13][CH:12]=[CH:11][C:10]=1[CH2:15][C:16]([O:18][C:19]([CH3:21])([CH3:22])[CH3:20])=[O:17], predict the reactants needed to synthesize it. The reactants are: [CH2:1]([C:4]1[CH:5]=[C:6]([CH:23]=[C:24]([Cl:26])[CH:25]=1)[CH2:7][O:8][C:9]1[CH:14]=[CH:13][CH:12]=[CH:11][C:10]=1[CH2:15][C:16]([O:18][C:19]([CH3:22])([CH3:21])[CH3:20])=[O:17])[CH:2]=[CH2:3].B1C2CCCC1CCC2.[OH-:36].[Na+].OO. (5) Given the product [CH3:16][C:17]1([C:19]2[CH:24]=[CH:23][CH:22]=[CH:21][CH:20]=2)[CH2:2][CH2:18]1, predict the reactants needed to synthesize it. The reactants are: [Zn](CC)[CH2:2]C.C(O)(C(F)(F)F)=O.C(I)I.[CH2:16]=[C:17]([C:19]1[CH:24]=[CH:23][CH:22]=[CH:21][CH:20]=1)[CH3:18]. (6) Given the product [CH:1]1([NH:7][C:8]2[S:9][CH:13]=[CH:14][N:10]=2)[CH2:6][CH2:5][CH2:4][CH2:3][CH2:2]1, predict the reactants needed to synthesize it. The reactants are: [CH:1]1([NH:7][C:8]([NH2:10])=[S:9])[CH2:6][CH2:5][CH2:4][CH2:3][CH2:2]1.CO[CH:13](OC)[CH2:14]Br.Cl. (7) The reactants are: Br[C:2]1[CH:3]=[C:4]([NH2:19])[CH:5]=[CH:6][C:7]=1[CH2:8][S:9]([C:12]1[CH:17]=[CH:16][C:15]([CH3:18])=[CH:14][CH:13]=1)(=[O:11])=[O:10].[CH2:20](C([Sn])=C(CCCC)CCCC)[CH2:21]CC.C1(P(C2C=CC=CC=2)C2C=CC=CC=2)C=CC=CC=1. Given the product [CH3:18][C:15]1[CH:16]=[CH:17][C:12]([S:9]([CH2:8][C:7]2[CH:6]=[CH:5][C:4]([NH2:19])=[C:3]([CH:20]=[CH2:21])[CH:2]=2)(=[O:11])=[O:10])=[CH:13][CH:14]=1, predict the reactants needed to synthesize it. (8) Given the product [CH:19]([O:11][C:6]1[CH:7]=[CH:8][CH:9]=[C:10]2[C:5]=1[CH:4]=[CH:3][CH:2]=[N:1]2)([CH3:21])[CH3:20], predict the reactants needed to synthesize it. The reactants are: [N:1]1[C:10]2[CH:9]=[CH:8][CH:7]=[C:6]([OH:11])[C:5]=2[CH:4]=[CH:3][CH:2]=1.C([O-])([O-])=O.[K+].[K+].I[CH:19]([CH3:21])[CH3:20]. (9) Given the product [C:1]([O:4][C@@H:5]1[C@@H:18]([O:19][C:20](=[O:22])[CH3:21])[C@H:17]([O:23][C:24](=[O:26])[CH3:25])[CH2:16][S:15][C@H:6]1[O:7][C:8]1[CH:13]=[CH:12][CH:11]=[CH:10][C:9]=1[C:32]1[C:28]([CH3:27])=[N:29][O:30][C:31]=1[CH3:36])(=[O:3])[CH3:2], predict the reactants needed to synthesize it. The reactants are: [C:1]([O:4][C@@H:5]1[C@@H:18]([O:19][C:20](=[O:22])[CH3:21])[C@H:17]([O:23][C:24](=[O:26])[CH3:25])[CH2:16][S:15][C@H:6]1[O:7][C:8]1[CH:13]=[CH:12][CH:11]=[CH:10][C:9]=1Br)(=[O:3])[CH3:2].[CH3:27][C:28]1[C:32](B(O)O)=[C:31]([CH3:36])[O:30][N:29]=1.